This data is from Forward reaction prediction with 1.9M reactions from USPTO patents (1976-2016). The task is: Predict the product of the given reaction. Given the reactants Br[C:2]1[S:3][C:4]([C:7]([F:10])([F:9])[F:8])=[N:5][N:6]=1.[C:11]([O:15][C:16]([N:18]1[CH2:23][CH2:22][NH:21][CH2:20][CH2:19]1)=[O:17])([CH3:14])([CH3:13])[CH3:12].C(=O)([O-])[O-].[K+].[K+].O, predict the reaction product. The product is: [C:11]([O:15][C:16]([N:18]1[CH2:23][CH2:22][N:21]([C:2]2[S:3][C:4]([C:7]([F:10])([F:9])[F:8])=[N:5][N:6]=2)[CH2:20][CH2:19]1)=[O:17])([CH3:14])([CH3:12])[CH3:13].